Dataset: Full USPTO retrosynthesis dataset with 1.9M reactions from patents (1976-2016). Task: Predict the reactants needed to synthesize the given product. (1) Given the product [OH:19][C@@H:18]([C:20]1[CH:29]=[CH:28][C:23]2[C:24](=[O:27])[O:25][CH2:26][C:22]=2[C:21]=1[CH3:30])[CH2:17][N:14]1[CH2:13][CH2:12][N:11]([CH2:31][C:32]([C:34]2[CH:43]=[CH:42][C:37]3[C:38](=[O:41])[O:39][CH2:40][C:36]=3[C:35]=2[CH3:44])=[O:33])[CH2:16][CH2:15]1, predict the reactants needed to synthesize it. The reactants are: C(Cl)(=O)C(Cl)=O.CS(C)=O.[N:11]1([CH2:31][C@H:32]([C:34]2[CH:43]=[CH:42][C:37]3[C:38](=[O:41])[O:39][CH2:40][C:36]=3[C:35]=2[CH3:44])[OH:33])[CH2:16][CH2:15][N:14]([CH2:17][C@H:18]([C:20]2[CH:29]=[CH:28][C:23]3[C:24](=[O:27])[O:25][CH2:26][C:22]=3[C:21]=2[CH3:30])[OH:19])[CH2:13][CH2:12]1. (2) Given the product [CH:1]1([CH2:4][O:5][C:6]2[N:11]=[C:10]([C:12]([N:37]3[C:36]([CH3:41])([CH3:35])[CH2:40][O:39][CH2:38]3)=[O:14])[CH:9]=[CH:8][C:7]=2[O:15][C:16]([F:19])([F:18])[F:17])[CH2:2][CH2:3]1, predict the reactants needed to synthesize it. The reactants are: [CH:1]1([CH2:4][O:5][C:6]2[N:11]=[C:10]([C:12]([OH:14])=O)[CH:9]=[CH:8][C:7]=2[O:15][C:16]([F:19])([F:18])[F:17])[CH2:3][CH2:2]1.ClC1N=C(C(O)=O)C=CC=1OCC1CC1.[CH3:35][C:36]1([CH3:41])[CH2:40][O:39][CH2:38][NH:37]1. (3) Given the product [Br:1][C:2]1[CH:10]=[CH:9][C:5]([C:6]([N:25]([O:26][CH3:27])[CH3:24])=[O:7])=[C:4]([F:11])[CH:3]=1, predict the reactants needed to synthesize it. The reactants are: [Br:1][C:2]1[CH:10]=[CH:9][C:5]([C:6](O)=[O:7])=[C:4]([F:11])[CH:3]=1.CCN=C=NCCCN(C)C.Cl.[CH3:24][NH:25][O:26][CH3:27].C(N(C(C)C)CC)(C)C. (4) Given the product [CH3:7][S:6][CH2:5][CH2:4][NH:26][C:22]1[CH:21]=[C:20]([C:17]2[CH:18]=[CH:19][C:14]([C:13]([F:12])([F:27])[F:28])=[CH:15][CH:16]=2)[CH:25]=[CH:24][CH:23]=1, predict the reactants needed to synthesize it. The reactants are: C(O[CH:4](OCC)[CH2:5][S:6][CH3:7])C.Cl.[F:12][C:13]([F:28])([F:27])[C:14]1[CH:19]=[CH:18][C:17]([C:20]2[CH:25]=[CH:24][CH:23]=[C:22]([NH2:26])[CH:21]=2)=[CH:16][CH:15]=1.C(O[BH-](OC(=O)C)OC(=O)C)(=O)C.[Na+].C(O)(=O)C. (5) Given the product [C:20]([C:24]1[CH:25]=[CH:29][C:30]([C:35]([NH:13][C:7]2[CH:6]=[CH:5][C:4]([N+:1]([O-:3])=[O:2])=[CH:12][C:8]=2[C:9]([OH:11])=[O:10])=[O:36])=[CH:31][CH:32]=1)([CH3:21])([CH3:22])[CH3:23], predict the reactants needed to synthesize it. The reactants are: [N+:1]([C:4]1[CH:12]=[C:8]([C:9]([OH:11])=[O:10])[C:7]([NH2:13])=[CH:6][CH:5]=1)([O-:3])=[O:2].N1C=CC=CC=1.[C:20]([C:24]1[CH:32]=[CH:31][CH:30]=[CH:29][C:25]=1C(Cl)=O)([CH3:23])([CH3:22])[CH3:21].CN(C)[CH:35]=[O:36]. (6) Given the product [C:1]([N:4]1[CH2:13][CH2:12][C:11]2[C:6](=[CH:7][CH:8]=[CH:9][C:10]=2[Br:14])[CH:5]1[CH2:15][C:16]([O:18][CH3:19])=[O:17])(=[O:3])[CH3:2], predict the reactants needed to synthesize it. The reactants are: [C:1]([N:4]1[CH:13]=[CH:12][C:11]2[C:6](=[CH:7][CH:8]=[CH:9][C:10]=2[Br:14])[CH:5]1[CH2:15][C:16]([O:18][CH3:19])=[O:17])(=[O:3])[CH3:2].C([SiH](CC)CC)C.FC(F)(F)C(O)=O. (7) Given the product [CH:19]1[C:3]2[O:4][C:5]3[C:6]4[C:11]([N:12]=[C:13]5[C:18]=3[CH:17]=[CH:16][CH:15]=[CH:14]5)=[CH:10][CH:9]=[CH:8][C:7]=4[C:2]=2[CH:22]=[CH:21][CH:20]=1, predict the reactants needed to synthesize it. The reactants are: Br[C:2]1[CH:22]=[CH:21][CH:20]=[CH:19][C:3]=1[O:4][C:5]1[C:6]2[C:11]([N:12]=[C:13]3[C:18]=1[CH:17]=[CH:16][CH:15]=[CH:14]3)=[CH:10][CH:9]=[CH:8][CH:7]=2.N(C(C)(C)C#N)=NC(C)(C)C#N.C([SnH](CCCC)CCCC)CCC.